From a dataset of Peptide-MHC class I binding affinity with 185,985 pairs from IEDB/IMGT. Regression. Given a peptide amino acid sequence and an MHC pseudo amino acid sequence, predict their binding affinity value. This is MHC class I binding data. (1) The peptide sequence is RMRGAHTNDV. The MHC is HLA-B58:01 with pseudo-sequence HLA-B58:01. The binding affinity (normalized) is 0. (2) The MHC is HLA-A02:19 with pseudo-sequence HLA-A02:19. The binding affinity (normalized) is 0.0847. The peptide sequence is KTSLSNLLA. (3) The peptide sequence is TQRKKTLGF. The MHC is BoLA-D18.4 with pseudo-sequence BoLA-D18.4. The binding affinity (normalized) is 0.637. (4) The peptide sequence is DIVNNFITK. The MHC is HLA-A11:01 with pseudo-sequence HLA-A11:01. The binding affinity (normalized) is 0.361. (5) The peptide sequence is AEIDRSFKP. The MHC is HLA-A69:01 with pseudo-sequence HLA-A69:01. The binding affinity (normalized) is 0.0847. (6) The peptide sequence is YRYCHQLAL. The MHC is BoLA-D18.4 with pseudo-sequence BoLA-D18.4. The binding affinity (normalized) is 0.547. (7) The peptide sequence is KKSAFYQSY. The MHC is HLA-B51:01 with pseudo-sequence HLA-B51:01. The binding affinity (normalized) is 0.0847.